From a dataset of Catalyst prediction with 721,799 reactions and 888 catalyst types from USPTO. Predict which catalyst facilitates the given reaction. (1) Reactant: [Cl:1][C:2]1[CH:24]=[CH:23][C:5]2[N:6]=[C:7]([NH:9][C:10]3[N:11]([CH3:22])[C:12]4[CH:18]=[C:17]([C:19](O)=[O:20])[CH:16]=[CH:15][C:13]=4[N:14]=3)[S:8][C:4]=2[CH:3]=1.[NH2:25][CH2:26][CH2:27][O:28][CH2:29][CH2:30][OH:31].CN(C(ON1N=NC2C=CC=CC1=2)=[N+](C)C)C.F[P-](F)(F)(F)(F)F.CCN(C(C)C)C(C)C. Product: [OH:31][CH2:30][CH2:29][O:28][CH2:27][CH2:26][NH:25][C:19]([C:17]1[CH:16]=[CH:15][C:13]2[N:14]=[C:10]([NH:9][C:7]3[S:8][C:4]4[CH:3]=[C:2]([Cl:1])[CH:24]=[CH:23][C:5]=4[N:6]=3)[N:11]([CH3:22])[C:12]=2[CH:18]=1)=[O:20]. The catalyst class is: 3. (2) The catalyst class is: 1. Reactant: [CH:1]1([C:7]2[C:11]([C:12]3[CH:17]=[CH:16][N:15]=[C:14]([NH:18][C:19]4[CH:20]=[C:21]([OH:25])[CH:22]=[CH:23][CH:24]=4)[N:13]=3)=[C:10]([CH3:26])[O:9][N:8]=2)[CH2:6][CH2:5][CH2:4][CH2:3][CH2:2]1.N(C(OCC)=O)=NC(OCC)=O.C1(P(C2C=CC=CC=2)C2C=CC=CC=2)C=CC=CC=1.[Br:58][CH2:59][CH2:60]O. Product: [Br:58][CH2:59][CH2:60][O:25][C:21]1[CH:20]=[C:19]([NH:18][C:14]2[N:13]=[C:12]([C:11]3[C:7]([CH:1]4[CH2:2][CH2:3][CH2:4][CH2:5][CH2:6]4)=[N:8][O:9][C:10]=3[CH3:26])[CH:17]=[CH:16][N:15]=2)[CH:24]=[CH:23][CH:22]=1. (3) Reactant: Br[C:2]1[CH:3]=[C:4]([CH:8]2[CH2:17][C:16]([CH3:19])([CH3:18])[C:15]3[C:10](=[CH:11][CH:12]=[C:13]([C:20]([F:23])([F:22])[F:21])[CH:14]=3)[NH:9]2)[CH:5]=[CH:6][CH:7]=1.[NH2:24][C:25]1([C:28]([OH:30])=[O:29])[CH2:27][CH2:26]1.C(=O)([O-])[O-].[K+].[K+]. Product: [CH3:18][C:16]1([CH3:19])[C:15]2[C:10](=[CH:11][CH:12]=[C:13]([C:20]([F:23])([F:22])[F:21])[CH:14]=2)[NH:9][CH:8]([C:4]2[CH:3]=[C:2]([NH:24][C:25]3([C:28]([OH:30])=[O:29])[CH2:27][CH2:26]3)[CH:7]=[CH:6][CH:5]=2)[CH2:17]1. The catalyst class is: 156. (4) Reactant: [N+:1]([C:4]1[C:5]([OH:14])=[N:6][CH:7]=[C:8]([C:10]([F:13])([F:12])[F:11])[CH:9]=1)([O-:3])=[O:2].[C:15](=O)([O-])[O-].[K+].[K+].IC. Product: [CH3:15][N:6]1[CH:7]=[C:8]([C:10]([F:13])([F:11])[F:12])[CH:9]=[C:4]([N+:1]([O-:3])=[O:2])[C:5]1=[O:14]. The catalyst class is: 31. (5) Reactant: P(Br)(Br)[Br:2].[F:5][C:6]1[CH:7]=[CH:8][C:9]([O:14][CH3:15])=[C:10]([CH2:12]O)[CH:11]=1. Product: [Br:2][CH2:12][C:10]1[CH:11]=[C:6]([F:5])[CH:7]=[CH:8][C:9]=1[O:14][CH3:15]. The catalyst class is: 2.